Dataset: Forward reaction prediction with 1.9M reactions from USPTO patents (1976-2016). Task: Predict the product of the given reaction. Given the reactants [Cl:1][C:2]1[CH:18]=[CH:17][C:5]2[CH2:6][CH2:7][N:8]([C:11](=[O:16])[C:12]([F:15])([F:14])[F:13])[CH2:9][CH2:10][C:4]=2[C:3]=1OS(C(F)(F)F)(=O)=O.[CH3:27][CH:28]([CH3:45])[CH2:29][CH2:30][NH:31][C:32]1[S:33][CH:34]=[C:35]([C:37]2[CH:44]=[CH:43][C:40]([CH2:41][NH2:42])=[CH:39][CH:38]=2)[N:36]=1, predict the reaction product. The product is: [Cl:1][C:2]1[CH:18]=[CH:17][C:5]2[CH2:6][CH2:7][N:8]([C:11](=[O:16])[C:12]([F:14])([F:13])[F:15])[CH2:9][CH2:10][C:4]=2[C:3]=1[NH:42][CH2:41][C:40]1[CH:39]=[CH:38][C:37]([C:35]2[N:36]=[C:32]([NH:31][CH2:30][CH2:29][CH:28]([CH3:45])[CH3:27])[S:33][CH:34]=2)=[CH:44][CH:43]=1.